Task: Predict which catalyst facilitates the given reaction.. Dataset: Catalyst prediction with 721,799 reactions and 888 catalyst types from USPTO (1) Reactant: [CH2:1]([NH:8][CH2:9][C:10]1[CH:15]=[CH:14][CH:13]=[C:12]([I:16])[CH:11]=1)[C:2]1[CH:7]=[CH:6][CH:5]=[CH:4][CH:3]=1.[C:17](O[C:17]([O:19][C:20]([CH3:23])([CH3:22])[CH3:21])=[O:18])([O:19][C:20]([CH3:23])([CH3:22])[CH3:21])=[O:18]. Product: [C:20]([O:19][C:17](=[O:18])[N:8]([CH2:1][C:2]1[CH:3]=[CH:4][CH:5]=[CH:6][CH:7]=1)[CH2:9][C:10]1[CH:15]=[CH:14][CH:13]=[C:12]([I:16])[CH:11]=1)([CH3:23])([CH3:22])[CH3:21]. The catalyst class is: 64. (2) Reactant: C[O:2][C:3](=[O:42])[C:4]1[CH:9]=[CH:8][C:7]([S:10](=[O:41])(=[O:40])[NH:11][C:12]2[C:13]([C:36]([F:39])([F:38])[F:37])=[N:14][C:15]([O:18][CH2:19][C:20]3[C:21]([C:28]4[C:33]([Cl:34])=[CH:32][CH:31]=[CH:30][C:29]=4[Cl:35])=[N:22][O:23][C:24]=3[CH:25]([CH3:27])[CH3:26])=[CH:16][CH:17]=2)=[CH:6][CH:5]=1.[OH-].[Na+]. Product: [Cl:35][C:29]1[CH:30]=[CH:31][CH:32]=[C:33]([Cl:34])[C:28]=1[C:21]1[C:20]([CH2:19][O:18][C:15]2[N:14]=[C:13]([C:36]([F:37])([F:39])[F:38])[C:12]([NH:11][S:10]([C:7]3[CH:6]=[CH:5][C:4]([C:3]([OH:42])=[O:2])=[CH:9][CH:8]=3)(=[O:40])=[O:41])=[CH:17][CH:16]=2)=[C:24]([CH:25]([CH3:27])[CH3:26])[O:23][N:22]=1. The catalyst class is: 24. (3) The catalyst class is: 49. Reactant: [Cl:1][C:2]1[CH:7]=[C:6]([Cl:8])[CH:5]=[CH:4][N:3]=1.CCN(C(C)C)C(C)C.[Li]CCCC.[I:23]I. Product: [Cl:1][C:2]1[C:7]([I:23])=[C:6]([Cl:8])[CH:5]=[CH:4][N:3]=1. (4) Reactant: [N:1]1[CH:6]=[CH:5][CH:4]=[CH:3][C:2]=1[CH:7]([OH:9])[CH3:8].CCN(CC)CC.[CH3:17][S:18](Cl)(=[O:20])=[O:19]. Product: [N:1]1[CH:6]=[CH:5][CH:4]=[CH:3][C:2]=1[CH:7]([O:9][S:18]([CH3:17])(=[O:20])=[O:19])[CH3:8]. The catalyst class is: 2. (5) The catalyst class is: 34. Product: [CH3:5][S:6]([C:9]1[CH:14]=[CH:13][CH:12]=[CH:11][C:10]=1[OH:15])(=[O:7])=[O:8]. Reactant: B(Br)(Br)Br.[CH3:5][S:6]([C:9]1[CH:14]=[CH:13][CH:12]=[CH:11][C:10]=1[O:15]C)(=[O:8])=[O:7]. (6) Reactant: Cl[C:2]1[CH:3]=[CH:4][C:5]([S:8]([CH2:11][CH3:12])(=[O:10])=[O:9])=[N:6][CH:7]=1.C(=O)([O-])[O-].[Cs+].[Cs+].[F:19][C:20]1[CH:21]=[C:22]([NH:27]C(=O)OC(C)(C)C)[CH:23]=[CH:24][C:25]=1[OH:26]. Product: [F:19][C:20]1[CH:21]=[C:22]([NH2:27])[CH:23]=[CH:24][C:25]=1[O:26][C:2]1[CH:7]=[N:6][C:5]([S:8]([CH2:11][CH3:12])(=[O:10])=[O:9])=[CH:4][CH:3]=1. The catalyst class is: 9. (7) The catalyst class is: 92. Reactant: [N:1]1([C:5]([C:7]2[CH:12]=[CH:11][C:10]([O:13][C:14]3[CH:15]=[C:16]([CH:26]=[C:27]([O:29][C@@H:30]([CH3:33])[CH2:31][OH:32])[CH:28]=3)[C:17]([NH:19][C:20]3[CH:24]=[CH:23][N:22]([CH3:25])[N:21]=3)=[O:18])=[C:9](Cl)[CH:8]=2)=[O:6])[CH2:4][CH2:3][CH2:2]1.C(N(CC)CC)C. Product: [N:1]1([C:5]([C:7]2[CH:8]=[CH:9][C:10]([O:13][C:14]3[CH:15]=[C:16]([CH:26]=[C:27]([O:29][C@@H:30]([CH3:33])[CH2:31][OH:32])[CH:28]=3)[C:17]([NH:19][C:20]3[CH:24]=[CH:23][N:22]([CH3:25])[N:21]=3)=[O:18])=[CH:11][CH:12]=2)=[O:6])[CH2:4][CH2:3][CH2:2]1. (8) Reactant: Cl[C:2]1[CH:7]=[CH:6][NH:5][C:4](=[O:8])[C:3]=1[C:9]1[NH:10][C:11]2[C:12]([N:28]=1)=[CH:13][C:14]1[CH2:15][N:16]([CH2:21][CH2:22][N:23]3[CH2:27][CH2:26][CH2:25][CH2:24]3)[C:17](=[O:20])[C:18]=1[CH:19]=2.[Cl:29][C:30]1[CH:35]=[CH:34][C:33]([F:36])=[CH:32][C:31]=1[CH2:37][C@@H:38]([NH2:40])[CH3:39].CCN(C(C)C)C(C)C. Product: [Cl:29][C:30]1[CH:35]=[CH:34][C:33]([F:36])=[CH:32][C:31]=1[CH2:37][C@@H:38]([NH:40][C:2]1[CH:7]=[CH:6][NH:5][C:4](=[O:8])[C:3]=1[C:9]1[NH:10][C:11]2[C:12]([N:28]=1)=[CH:13][C:14]1[CH2:15][N:16]([CH2:21][CH2:22][N:23]3[CH2:27][CH2:26][CH2:25][CH2:24]3)[C:17](=[O:20])[C:18]=1[CH:19]=2)[CH3:39]. The catalyst class is: 14. (9) Reactant: [N:1]1([C:5]([C:7]2[CH:36]=[CH:35][C:10]([O:11][C:12]3[CH:13]=[C:14]([C:24]4[NH:28][C:27]([C:29]5[O:30][C:31]([CH3:34])=[N:32][N:33]=5)=[CH:26][CH:25]=4)[CH:15]=[C:16]([O:18][C@@H:19]([CH3:23])[CH2:20][O:21]C)[CH:17]=3)=[C:9]([F:37])[CH:8]=2)=[O:6])[CH2:4][CH2:3][CH2:2]1.B(Br)(Br)Br.ClCCl.C(=O)([O-])O.[Na+]. Product: [N:1]1([C:5]([C:7]2[CH:36]=[CH:35][C:10]([O:11][C:12]3[CH:17]=[C:16]([CH:15]=[C:14]([C:24]4[NH:28][C:27]([C:29]5[O:30][C:31]([CH3:34])=[N:32][N:33]=5)=[CH:26][CH:25]=4)[CH:13]=3)[O:18][C@@H:19]([CH3:23])[CH2:20][OH:21])=[C:9]([F:37])[CH:8]=2)=[O:6])[CH2:4][CH2:3][CH2:2]1. The catalyst class is: 4.